Dataset: Forward reaction prediction with 1.9M reactions from USPTO patents (1976-2016). Task: Predict the product of the given reaction. (1) Given the reactants [CH:1]1([NH:6][C:7]2[N:17]=[CH:16][CH:15]=[CH:14][C:8]=2[C:9]([O:11][CH2:12]C)=[O:10])[CH2:5][CH2:4][CH2:3][CH2:2]1.C(C(CC)CNC1N=CC=CC=1C(OCC)=[O:26])C, predict the reaction product. The product is: [CH:1]1([N:6]2[C:7]3[N:17]=[CH:16][CH:15]=[CH:14][C:8]=3[C:9](=[O:10])[O:11][C:12]2=[O:26])[CH2:5][CH2:4][CH2:3][CH2:2]1. (2) Given the reactants [CH2:1]([O:8][C:9]1[CH:14]=[CH:13][C:12]([OH:15])=[CH:11][CH:10]=1)[C:2]1[CH:7]=[CH:6][CH:5]=[CH:4][CH:3]=1.Br[CH2:17][CH:18]1[CH2:20][O:19]1, predict the reaction product. The product is: [CH2:1]([O:8][C:9]1[CH:10]=[CH:11][C:12]([O:15][CH2:17][CH:18]2[CH2:20][O:19]2)=[CH:13][CH:14]=1)[C:2]1[CH:3]=[CH:4][CH:5]=[CH:6][CH:7]=1. (3) Given the reactants Br[CH2:2][C:3]1[S:4][C:5]2[CH:11]=[CH:10][C:9]([F:12])=[CH:8][C:6]=2[N:7]=1.C(=O)([O-])[O-].[K+].[K+].[NH:19]1[CH2:24][CH2:23][NH:22][CH2:21][CH2:20]1, predict the reaction product. The product is: [F:12][C:9]1[CH:10]=[CH:11][C:5]2[S:4][C:3]([CH2:2][N:19]3[CH2:24][CH2:23][NH:22][CH2:21][CH2:20]3)=[N:7][C:6]=2[CH:8]=1. (4) Given the reactants [NH:1]1[CH2:6][CH2:5][NH:4][CH2:3][CH2:2]1.C([N:14]1[CH2:19][CH2:18][C:17](=O)[CH2:16][CH2:15]1)(OC(C)(C)C)=O.[BH-](OC(C)=O)(OC(C)=O)OC(C)=O.[Na+].CC(O)=O, predict the reaction product. The product is: [N:1]1([N:14]2[CH2:19][CH2:18][CH2:17][CH2:16][CH2:15]2)[CH2:6][CH2:5][NH:4][CH2:3][CH2:2]1. (5) Given the reactants Br[C:2]1[C:11]2[C:6](=[CH:7][CH:8]=[CH:9][CH:10]=2)[C:5](=[O:12])[O:4][C:3]=1[CH2:13][OH:14].[C:15]1([CH3:24])[CH:20]=[CH:19][CH:18]=[C:17](B(O)O)[CH:16]=1.C([O-])([O-])=O.[Cs+].[Cs+], predict the reaction product. The product is: [OH:14][CH2:13][C:3]1[O:4][C:5](=[O:12])[C:6]2[C:11]([C:2]=1[C:17]1[CH:16]=[C:15]([CH3:24])[CH:20]=[CH:19][CH:18]=1)=[CH:10][CH:9]=[CH:8][CH:7]=2.